Dataset: Full USPTO retrosynthesis dataset with 1.9M reactions from patents (1976-2016). Task: Predict the reactants needed to synthesize the given product. Given the product [CH3:1][C:2]1[CH:3]=[N:4][N:5]([C:7]2[CH:12]=[CH:11][N:10]=[CH:9][C:8]=2[N:13]2[CH2:14][CH2:15][CH:16]([C:19]([NH:28][C@H:25]3[CH2:26][CH2:27][O:23][CH2:24]3)=[O:20])[CH2:17][CH2:18]2)[CH:6]=1, predict the reactants needed to synthesize it. The reactants are: [CH3:1][C:2]1[CH:3]=[N:4][N:5]([C:7]2[CH:12]=[CH:11][N:10]=[CH:9][C:8]=2[N:13]2[CH2:18][CH2:17][CH:16]([C:19](O)=[O:20])[CH2:15][CH2:14]2)[CH:6]=1.Cl.[O:23]1[CH2:27][CH2:26][C@H:25]([NH2:28])[CH2:24]1.CN(C(ON1N=NC2C=CC=NC1=2)=[N+](C)C)C.F[P-](F)(F)(F)(F)F.C(N(CC)CC)C.